Dataset: Full USPTO retrosynthesis dataset with 1.9M reactions from patents (1976-2016). Task: Predict the reactants needed to synthesize the given product. Given the product [CH3:21][C:16]1([CH3:20])[CH2:15][CH2:14][C:13]([CH3:23])([CH3:22])[C:12]2[CH:11]=[C:10]([C:6]3[C:7]([O:8][CH3:9])=[C:2]([CH:3]=[CH:4][C:5]=3[O:24][CH3:25])[CH:28]=[O:29])[CH:19]=[CH:18][C:17]1=2, predict the reactants needed to synthesize it. The reactants are: Br[C:2]1[CH:3]=[CH:4][C:5]([O:24][CH3:25])=[C:6]([C:10]2[CH:11]=[C:12]3[C:17](=[CH:18][CH:19]=2)[C:16]([CH3:21])([CH3:20])[CH2:15][CH2:14][C:13]3([CH3:23])[CH3:22])[C:7]=1[O:8][CH3:9].CN(C)[CH:28]=[O:29].